Dataset: Full USPTO retrosynthesis dataset with 1.9M reactions from patents (1976-2016). Task: Predict the reactants needed to synthesize the given product. (1) Given the product [Si:17]([O:5][CH2:1][C@H:2]([OH:4])[CH3:3])([C:13]([CH3:16])([CH3:15])[CH3:14])([CH3:19])[CH3:18], predict the reactants needed to synthesize it. The reactants are: [CH2:1]([OH:5])[C@H:2]([OH:4])[CH3:3].C(N(CC)CC)C.[C:13]([Si:17](Cl)([CH3:19])[CH3:18])([CH3:16])([CH3:15])[CH3:14]. (2) Given the product [NH2:17][C@@H:18]([CH3:49])[C:19]([NH:21][C:22]1[CH:48]=[CH:47][C:25]([CH2:26][C@@H:27]2[CH2:31][CH2:30][C@H:29]([C@H:32]([OH:39])[C:33]3[CH:34]=[N:35][CH:36]=[CH:37][CH:38]=3)[N:28]2[C:40]([O:42][C:43]([CH3:44])([CH3:45])[CH3:46])=[O:41])=[CH:24][CH:23]=1)=[O:20], predict the reactants needed to synthesize it. The reactants are: C1C2C(OC([NH:17][C@@H:18]([CH3:49])[C:19]([NH:21][C:22]3[CH:48]=[CH:47][C:25]([CH2:26][C@@H:27]4[CH2:31][CH2:30][C@H:29]([C@H:32]([OH:39])[C:33]5[CH:34]=[N:35][CH:36]=[CH:37][CH:38]=5)[N:28]4[C:40]([O:42][C:43]([CH3:46])([CH3:45])[CH3:44])=[O:41])=[CH:24][CH:23]=3)=[O:20])=O)C3C(=CC=CC=3)C=2C=CC=1.N1CCCCC1. (3) Given the product [NH2:8][C:4]1[N:5]=[CH:6][N:7]=[C:2]([NH:15][C@H:16]([C:19]2[N:28]([CH:29]3[CH2:30][CH2:31]3)[C:27](=[O:32])[C:26]3[C:21](=[CH:22][CH:23]=[CH:24][C:25]=3[Cl:33])[N:20]=2)[CH2:17][CH3:18])[C:3]=1[C:9]1[CH:13]=[CH:12][N:11]([CH3:14])[N:10]=1, predict the reactants needed to synthesize it. The reactants are: Cl[C:2]1[N:7]=[CH:6][N:5]=[C:4]([NH2:8])[C:3]=1[C:9]1[CH:13]=[CH:12][N:11]([CH3:14])[N:10]=1.[NH2:15][C@H:16]([C:19]1[N:28]([CH:29]2[CH2:31][CH2:30]2)[C:27](=[O:32])[C:26]2[C:21](=[CH:22][CH:23]=[CH:24][C:25]=2[Cl:33])[N:20]=1)[CH2:17][CH3:18].CCN(C(C)C)C(C)C.C(Cl)Cl.CO. (4) Given the product [Si:1]([O:8][CH:9]1[CH2:14][CH2:13][CH:12]([CH:15]([OH:30])[CH2:16][CH:17]2[C:25]3[C:20](=[CH:21][CH:22]=[CH:23][C:24]=3[F:26])[C:19]3=[CH:27][N:28]=[CH:29][N:18]23)[CH2:11][CH2:10]1)([C:4]([CH3:7])([CH3:5])[CH3:6])([CH3:3])[CH3:2], predict the reactants needed to synthesize it. The reactants are: [Si:1]([O:8][CH:9]1[CH2:14][CH2:13][CH:12]([C:15](=[O:30])[CH2:16][CH:17]2[C:25]3[C:20](=[CH:21][CH:22]=[CH:23][C:24]=3[F:26])[C:19]3=[CH:27][N:28]=[CH:29][N:18]23)[CH2:11][CH2:10]1)([C:4]([CH3:7])([CH3:6])[CH3:5])([CH3:3])[CH3:2].[BH4-].[Na+]. (5) Given the product [N:2]([C@:5]1([CH2:20][OH:21])[O:6][C@@H:7]([N:12]2[CH:17]=[CH:16][C:15](=[O:18])[NH:14][C:13]2=[O:19])[C@H:8]([OH:11])[C@@H:9]1[F:10])=[N+:3]=[N-:4], predict the reactants needed to synthesize it. The reactants are: N.[N:2]([C@@:5]1([CH2:20][O:21]C(=O)C2C=CC=C(Cl)C=2)[C@@H:9]([F:10])[C@@H:8]([OH:11])[C@H:7]([N:12]2[CH:17]=[CH:16][C:15](=[O:18])[NH:14][C:13]2=[O:19])[O:6]1)=[N+:3]=[N-:4]. (6) Given the product [OH:7][CH2:6][C:5]1[CH:8]=[CH:9][C:2]([NH:1][C:19](=[O:22])[CH:20]=[CH2:21])=[CH:3][CH:4]=1, predict the reactants needed to synthesize it. The reactants are: [NH2:1][C:2]1[CH:9]=[CH:8][C:5]([CH2:6][OH:7])=[CH:4][CH:3]=1.C(N(CC)C(C)C)(C)C.[C:19](Cl)(=[O:22])[CH:20]=[CH2:21].C(OCC)(=O)C.